This data is from Peptide-MHC class II binding affinity with 134,281 pairs from IEDB. The task is: Regression. Given a peptide amino acid sequence and an MHC pseudo amino acid sequence, predict their binding affinity value. This is MHC class II binding data. (1) The peptide sequence is GGSILKISNKFHTKG. The MHC is DRB1_0901 with pseudo-sequence DRB1_0901. The binding affinity (normalized) is 0.472. (2) The peptide sequence is TLTPMMSSKFPELGM. The MHC is DRB1_0301 with pseudo-sequence DRB1_0301. The binding affinity (normalized) is 0. (3) The peptide sequence is SILIEEVMRSRWSRK. The MHC is DRB1_0301 with pseudo-sequence DRB1_0301. The binding affinity (normalized) is 0.540. (4) The MHC is DRB1_0101 with pseudo-sequence DRB1_0101. The binding affinity (normalized) is 0.552. The peptide sequence is ATTEEQKLIEDINAS. (5) The peptide sequence is DPDKDVDIMVRDGQL. The MHC is DRB1_0301 with pseudo-sequence DRB1_0301. The binding affinity (normalized) is 0.351. (6) The peptide sequence is IGNTVTPTVTFTMDGDK. The MHC is DRB1_1302 with pseudo-sequence DRB1_1302. The binding affinity (normalized) is 0.189. (7) The binding affinity (normalized) is 0.824. The peptide sequence is MAAHKFMVAMFLAVA. The MHC is HLA-DPA10301-DPB10402 with pseudo-sequence HLA-DPA10301-DPB10402.